Predict the product of the given reaction. From a dataset of Forward reaction prediction with 1.9M reactions from USPTO patents (1976-2016). The product is: [CH2:19]([N:16]1[CH2:15][CH2:14][CH:13]([C:10]2[O:11][C:12]3[C:4]([C:1]([NH2:2])=[O:3])=[CH:5][CH:6]=[CH:7][C:8]=3[N:9]=2)[CH2:18][CH2:17]1)[CH2:29][CH2:30][CH3:31]. Given the reactants [C:1]([C:4]1[C:12]2[O:11][C:10]([CH:13]3[CH2:18][CH2:17][N:16]([C:19](OCC4C=CC=CC=4)=O)[CH2:15][CH2:14]3)=[N:9][C:8]=2[CH:7]=[CH:6][CH:5]=1)(=[O:3])[NH2:2].[CH:29](=O)[CH2:30][CH2:31]C.[H][H], predict the reaction product.